Task: Predict which catalyst facilitates the given reaction.. Dataset: Catalyst prediction with 721,799 reactions and 888 catalyst types from USPTO Reactant: C1COCC1.C([Li])CCC.[CH3:11][C:12]#[N:13].C([O:16][C:17]([C:19]1[S:20][CH:21]=[CH:22][CH:23]=1)=O)C. Product: [O:16]=[C:17]([C:19]1[S:20][CH:21]=[CH:22][CH:23]=1)[CH2:11][C:12]#[N:13]. The catalyst class is: 6.